This data is from Full USPTO retrosynthesis dataset with 1.9M reactions from patents (1976-2016). The task is: Predict the reactants needed to synthesize the given product. (1) Given the product [ClH:26].[CH3:1][C:2]1[N:6]=[C:5]([CH:7]([C:8]2[CH:13]=[CH:12][CH:11]=[C:10]([C:14]([F:17])([F:15])[F:16])[CH:9]=2)[NH2:18])[O:4][N:3]=1, predict the reactants needed to synthesize it. The reactants are: [CH3:1][C:2]1[N:6]=[C:5]([CH:7]([NH:18]C(=O)OC(C)(C)C)[C:8]2[CH:13]=[CH:12][CH:11]=[C:10]([C:14]([F:17])([F:16])[F:15])[CH:9]=2)[O:4][N:3]=1.[ClH:26]. (2) Given the product [NH2:18][C:21]1[CH:22]=[C:23]([P:27](=[O:36])([O:28][CH:29]([CH3:31])[CH3:30])[O:32][CH:33]([CH3:35])[CH3:34])[CH:24]=[CH:25][CH:26]=1, predict the reactants needed to synthesize it. The reactants are: NC1C=CC(P(=O)(OC(C)C)OC(C)C)=CC=1.[N+:18]([C:21]1[CH:22]=[C:23]([P:27](=[O:36])([O:32][CH:33]([CH3:35])[CH3:34])[O:28][CH:29]([CH3:31])[CH3:30])[CH:24]=[CH:25][CH:26]=1)([O-])=O. (3) Given the product [Br:1][C:2]1[CH:10]=[CH:9][C:5]([C:6]([N:13]([O:14][CH3:15])[CH3:12])=[O:7])=[CH:4][CH:3]=1, predict the reactants needed to synthesize it. The reactants are: [Br:1][C:2]1[CH:10]=[CH:9][C:5]([C:6](Cl)=[O:7])=[CH:4][CH:3]=1.Cl.[CH3:12][NH:13][O:14][CH3:15].C(N(CC)CC)C.O. (4) Given the product [F:8][C:7]1[CH:6]=[CH:5][C:4]([C:9]2[N:13]3[CH:14]=[CH:15][C:16]([C:18]([F:21])([F:20])[F:19])=[N:17][C:12]3=[N:11][CH:10]=2)=[CH:3][C:2]=1[C:27]1[CH:32]=[CH:31][N:30]=[CH:29][CH:28]=1, predict the reactants needed to synthesize it. The reactants are: Br[C:2]1[CH:3]=[C:4]([C:9]2[N:13]3[CH:14]=[CH:15][C:16]([C:18]([F:21])([F:20])[F:19])=[N:17][C:12]3=[N:11][CH:10]=2)[CH:5]=[CH:6][C:7]=1[F:8].C([Sn](CCCC)(CCCC)[C:27]1[CH:32]=[CH:31][N:30]=[CH:29][CH:28]=1)CCC.N#N. (5) Given the product [F:14][C:15]([F:26])([F:25])[C:16]([N:1]1[CH2:6][CH2:5][CH2:4][CH2:3][CH2:2]1)=[O:17], predict the reactants needed to synthesize it. The reactants are: [NH:1]1[CH2:6][CH2:5][CH2:4][CH2:3][CH2:2]1.C(N(CC)CC)C.[F:14][C:15]([F:26])([F:25])[C:16](O[C:16](=[O:17])[C:15]([F:26])([F:25])[F:14])=[O:17].Cl. (6) Given the product [CH2:35]([N:37]([CH2:2][C:3]1[CH:4]=[C:5]([CH:26]=[CH:27][N:28]=1)[C:6]([NH:8][C:9]1[S:10][C:11]2[C:17]([CH:18]3[CH2:23][O:22][CH2:21][CH2:20][O:19]3)=[CH:16][CH:15]=[C:14]([O:24][CH3:25])[C:12]=2[N:13]=1)=[O:7])[CH2:38][CH3:39])[CH3:36], predict the reactants needed to synthesize it. The reactants are: Cl[CH2:2][C:3]1[CH:4]=[C:5]([CH:26]=[CH:27][N:28]=1)[C:6]([NH:8][C:9]1[S:10][C:11]2[C:17]([CH:18]3[CH2:23][O:22][CH2:21][CH2:20][O:19]3)=[CH:16][CH:15]=[C:14]([O:24][CH3:25])[C:12]=2[N:13]=1)=[O:7].C(=O)([O-])[O-].[Cs+].[Cs+].[CH2:35]([NH:37][CH2:38][CH3:39])[CH3:36]. (7) Given the product [N:29]1[CH:30]=[CH:31][CH:32]=[CH:33][C:28]=1[CH:9]1[N:8]([CH2:41][CH2:40][O:42][CH3:43])[CH:7]([C:34]2[CH:39]=[CH:38][CH:37]=[CH:36][N:35]=2)[C:6]2([C:4]([O:3][CH3:1])=[O:5])[C:21](=[O:22])[C:10]1([C:23]([O:25][CH3:26])=[O:24])[CH2:11][N:12]([CH3:14])[CH2:13]2, predict the reactants needed to synthesize it. The reactants are: [CH2:1]([O:3][C:4]([C:6]12[C:21](=[O:22])[C:10]([C:23]([O:25][CH2:26]C)=[O:24])([CH2:11][N:12]([CH2:14]C3C=CC=CN=3)[CH2:13]1)[CH:9]([C:28]1[CH:33]=[CH:32][CH:31]=[CH:30][N:29]=1)[NH:8][CH:7]2[C:34]1[CH:39]=[CH:38][CH:37]=[CH:36][N:35]=1)=[O:5])C.[CH2:40]([O:42][C:43](C12C(=O)[C:41]([C:40]([O:42][CH2:43]C)=O)(CN(CC3C=CC=CC=3)C1)C(C1C=CC=CN=1)N(CCO)C2C1C=CC=CN=1)=O)[CH3:41].COC(C12C(=O)C(C(OC)=O)(CN(CC3C=CC=CC=3)C1)C(C1C=CC=CN=1)N(CCO)C2C1C=CC=CN=1)=O. (8) Given the product [Cl:1][C:2]1[C:7]([CH:8]=[O:9])=[CH:6][N:5]=[C:4]([Cl:13])[CH:3]=1, predict the reactants needed to synthesize it. The reactants are: [Cl:1][C:2]1[C:7]([C:8](OCC)=[O:9])=[CH:6][N:5]=[C:4]([Cl:13])[CH:3]=1.CC(C[AlH]CC(C)C)C.O.[OH-].[Na+]. (9) Given the product [C:1]([C:5]1[N:6]=[C:7]([NH:10][C:11]([C:13]2[CH:35]=[CH:34][N:16]3[C:17](=[O:33])[CH:18]=[C:19]([N:21]4[CH2:26][CH2:25][CH2:24][C@@H:23]([OH:27])[CH2:22]4)[N:20]=[C:15]3[CH:14]=2)=[O:12])[S:8][CH:9]=1)([CH3:4])([CH3:2])[CH3:3], predict the reactants needed to synthesize it. The reactants are: [C:1]([C:5]1[N:6]=[C:7]([NH:10][C:11]([C:13]2[CH:35]=[CH:34][N:16]3[C:17](=[O:33])[C:18](/C=C/C(O)=O)=[C:19]([N:21]4[CH2:26][CH2:25][CH2:24][C@@H:23]([OH:27])[CH2:22]4)[N:20]=[C:15]3[CH:14]=2)=[O:12])[S:8][CH:9]=1)([CH3:4])([CH3:3])[CH3:2].C(C1N=C(NC(C2C=CN3C(=O)CC(=O)N=C3C=2)=O)SC=1)(C)(C)C.O[C@@H]1CCCNC1. (10) Given the product [Cl:9][C:6]1[N:5]=[C:4]([CH3:10])[N:3]=[C:2]([N:11]([CH3:13])[CH3:12])[C:7]=1[CH3:8], predict the reactants needed to synthesize it. The reactants are: Cl[C:2]1[C:7]([CH3:8])=[C:6]([Cl:9])[N:5]=[C:4]([CH3:10])[N:3]=1.[NH:11]([CH3:13])[CH3:12].